This data is from Forward reaction prediction with 1.9M reactions from USPTO patents (1976-2016). The task is: Predict the product of the given reaction. (1) Given the reactants [NH2:1][C@@H:2]1[CH2:7][CH2:6][CH2:5][N:4]([C:8]2[N:13]([CH2:14][C:15]3[CH:20]=[CH:19][CH:18]=[CH:17][C:16]=3Br)[C:12](=[O:22])[NH:11][C:10](=[O:23])[CH:9]=2)[CH2:3]1.[I:24]C1C=CC=CC=1CCl, predict the reaction product. The product is: [NH2:1][C@@H:2]1[CH2:7][CH2:6][CH2:5][N:4]([C:8]2[N:13]([CH2:14][C:15]3[CH:20]=[CH:19][CH:18]=[CH:17][C:16]=3[I:24])[C:12](=[O:22])[NH:11][C:10](=[O:23])[CH:9]=2)[CH2:3]1. (2) Given the reactants [C:1]([O:5][C:6]([N:8]1[CH2:11][CH:10]([NH2:12])[CH2:9]1)=[O:7])([CH3:4])([CH3:3])[CH3:2].Br[CH2:14][C:15]([O:17][CH2:18][CH3:19])=[O:16].C(=O)([O-])[O-].[K+].[K+], predict the reaction product. The product is: [CH2:18]([O:17][C:15](=[O:16])[CH2:14][NH:12][CH:10]1[CH2:11][N:8]([C:6]([O:5][C:1]([CH3:4])([CH3:2])[CH3:3])=[O:7])[CH2:9]1)[CH3:19]. (3) Given the reactants Cl.[C:2]1([NH:8][CH2:9][C:10]([O:12][CH3:13])=[O:11])[CH:7]=[CH:6][CH:5]=[CH:4][CH:3]=1.[CH3:14][O:15][C:16]1[CH:23]=[CH:22][C:19]([CH2:20]Cl)=[CH:18][CH:17]=1.[H-].[Na+].C([O-])(O)=O.[Na+], predict the reaction product. The product is: [CH3:14][O:15][C:16]1[CH:23]=[CH:22][C:19]([CH2:20][N:8]([CH2:9][C:10]([O:12][CH3:13])=[O:11])[C:2]2[CH:7]=[CH:6][CH:5]=[CH:4][CH:3]=2)=[CH:18][CH:17]=1. (4) Given the reactants [CH2:1]([N:8]([C:20]1[C:25]([Cl:26])=[CH:24][C:23]([C:27]([F:30])([F:29])[F:28])=[CH:22][N:21]=1)[S:9]([C:12]1[CH:13]=[N:14][C:15]([O:18]C)=[CH:16][CH:17]=1)(=[O:11])=[O:10])[C:2]1[CH:7]=[CH:6][CH:5]=[CH:4][CH:3]=1.Cl, predict the reaction product. The product is: [CH2:1]([N:8]([C:20]1[C:25]([Cl:26])=[CH:24][C:23]([C:27]([F:30])([F:28])[F:29])=[CH:22][N:21]=1)[S:9]([C:12]1[CH:13]=[N:14][C:15]([OH:18])=[CH:16][CH:17]=1)(=[O:10])=[O:11])[C:2]1[CH:7]=[CH:6][CH:5]=[CH:4][CH:3]=1. (5) Given the reactants [Cl:1][C:2]1[N:3]=[C:4](Cl)[C:5]2[CH2:10][N:9]([C:11]([O:13][CH2:14][CH:15]3[C:27]4[CH:26]=[CH:25][CH:24]=[CH:23][C:22]=4[C:21]4[C:16]3=[CH:17][CH:18]=[CH:19][CH:20]=4)=[O:12])[CH2:8][C:6]=2[N:7]=1.[CH3:29][O:30][C:31]1[CH:32]=[C:33]([N:38]([CH3:40])[CH3:39])[CH:34]=[C:35]([CH:37]=1)[NH2:36], predict the reaction product. The product is: [CH3:40][N:38]([CH3:39])[C:33]1[CH:34]=[C:35]([NH:36][C:4]2[C:5]3[CH2:10][N:9]([C:11]([O:13][CH2:14][CH:15]4[C:16]5[CH:17]=[CH:18][CH:19]=[CH:20][C:21]=5[C:22]5[C:27]4=[CH:26][CH:25]=[CH:24][CH:23]=5)=[O:12])[CH2:8][C:6]=3[N:7]=[C:2]([Cl:1])[N:3]=2)[CH:37]=[C:31]([O:30][CH3:29])[CH:32]=1.